From a dataset of Reaction yield outcomes from USPTO patents with 853,638 reactions. Predict the reaction yield, written as a fraction of the theoretical maximum amount of product (1.0 means a 100% yield; for example, 0.34 means a 34% yield). (1) The reactants are [F:1][C:2]1[CH:7]=[CH:6][C:5]([F:8])=[CH:4][C:3]=1Br.C([Li])CCC.[C:15]([O:19][C:20]([N:22]1[CH2:27][CH2:26][CH:25]([CH:28]=[O:29])[CH2:24][CH2:23]1)=[O:21])([CH3:18])([CH3:17])[CH3:16]. The catalyst is O1CCCC1. The product is [F:1][C:2]1[CH:7]=[CH:6][C:5]([F:8])=[CH:4][C:3]=1[CH:28]([OH:29])[CH:25]1[CH2:26][CH2:27][N:22]([C:20]([O:19][C:15]([CH3:17])([CH3:16])[CH3:18])=[O:21])[CH2:23][CH2:24]1. The yield is 0.340. (2) The catalyst is C(Cl)(Cl)Cl. The product is [I:5][C:6]1[CH:7]=[C:8]([C:12]2[N:16]=[C:15]([CH:17]3[CH2:22][O:21][CH2:20][CH2:19][N:18]3[C:3](=[S:4])[NH:2][CH3:1])[O:14][N:13]=2)[CH:9]=[CH:10][CH:11]=1. The reactants are [CH3:1][N:2]=[C:3]=[S:4].[I:5][C:6]1[CH:7]=[C:8]([C:12]2[N:16]=[C:15]([CH:17]3[CH2:22][O:21][CH2:20][CH2:19][NH:18]3)[O:14][N:13]=2)[CH:9]=[CH:10][CH:11]=1. The yield is 1.00. (3) The reactants are [F:1][C:2]1[CH:7]=[CH:6][C:5]([CH:8]2[CH2:13][C:12](=O)[N:11]([C:15]3[C:16]([CH3:35])=[C:17]([CH3:34])[C:18]4[O:22][C:21]([CH3:24])([CH3:23])[C@H:20]([C:25]5[CH:30]=[CH:29][C:28]([CH3:31])=[CH:27][CH:26]=5)[C:19]=4[C:32]=3[CH3:33])[C:10](=O)[CH2:9]2)=[CH:4][CH:3]=1. The catalyst is CCCCCC. The product is [F:1][C:2]1[CH:7]=[CH:6][C:5]([CH:8]2[CH2:9][CH2:10][N:11]([C:15]3[C:16]([CH3:35])=[C:17]([CH3:34])[C:18]4[O:22][C:21]([CH3:24])([CH3:23])[C@H:20]([C:25]5[CH:26]=[CH:27][C:28]([CH3:31])=[CH:29][CH:30]=5)[C:19]=4[C:32]=3[CH3:33])[CH2:12][CH2:13]2)=[CH:4][CH:3]=1. The yield is 0.760. (4) The reactants are CON(C)[C:4]([CH:6]1[CH2:11][CH2:10][O:9][CH2:8][CH2:7]1)=[O:5].[C:13]1([Li])[CH:18]=[CH:17][CH:16]=[CH:15][CH:14]=1.C(OCCCC)CCC. The catalyst is O1CCCC1. The product is [C:4]([CH:6]1[CH2:7][CH2:8][O:9][CH2:10][CH2:11]1)(=[O:5])[C:13]1[CH:18]=[CH:17][CH:16]=[CH:15][CH:14]=1. The yield is 0.780.